Task: Regression. Given a peptide amino acid sequence and an MHC pseudo amino acid sequence, predict their binding affinity value. This is MHC class II binding data.. Dataset: Peptide-MHC class II binding affinity with 134,281 pairs from IEDB (1) The peptide sequence is EAMEKELREAFRLYD. The MHC is DRB1_0401 with pseudo-sequence DRB1_0401. The binding affinity (normalized) is 0.209. (2) The peptide sequence is KFTQFAGKDLESIKG. The MHC is HLA-DQA10501-DQB10301 with pseudo-sequence HLA-DQA10501-DQB10301. The binding affinity (normalized) is 0.521.